This data is from Full USPTO retrosynthesis dataset with 1.9M reactions from patents (1976-2016). The task is: Predict the reactants needed to synthesize the given product. (1) The reactants are: FC(F)(F)C(O)=O.FC(F)(F)C(O)=O.FC(F)(F)C(O)=O.[F:22][C:23]1[CH:40]=[CH:39][C:26]2[N:27]=[C:28]([S:30][CH2:31][CH2:32][N:33]3[CH2:38][CH2:37][NH:36][CH2:35][CH2:34]3)[NH:29][C:25]=2[CH:24]=1.Br[CH2:42][C:43]([NH:45][C:46]1[C:47]([O:59][CH2:60][C:61]([F:64])([F:63])[F:62])=[N:48][C:49]([CH3:58])=[CH:50][C:51]=1[O:52][CH2:53][C:54]([F:57])([F:56])[F:55])=[O:44].C(=O)([O-])[O-].[K+].[K+].O. Given the product [F:22][C:23]1[CH:40]=[CH:39][C:26]2[N:27]=[C:28]([S:30][CH2:31][CH2:32][N:33]3[CH2:38][CH2:37][N:36]([CH2:42][C:43]([NH:45][C:46]4[C:47]([O:59][CH2:60][C:61]([F:64])([F:62])[F:63])=[N:48][C:49]([CH3:58])=[CH:50][C:51]=4[O:52][CH2:53][C:54]([F:56])([F:57])[F:55])=[O:44])[CH2:35][CH2:34]3)[NH:29][C:25]=2[CH:24]=1, predict the reactants needed to synthesize it. (2) Given the product [Cl:41][CH2:40][CH2:39][O:28][C:22]1[CH:21]=[C:20]2[C:25]([C:16]([O:15][C:12]3[CH:13]=[CH:14][C:9]([NH:8][C:6]([NH:5][CH2:4][CH2:3][C:2]([CH3:31])([CH3:30])[CH3:1])=[O:7])=[C:10]([F:29])[CH:11]=3)=[CH:17][CH:18]=[N:19]2)=[CH:24][C:23]=1[O:26][CH3:27], predict the reactants needed to synthesize it. The reactants are: [CH3:1][C:2]([CH3:31])([CH3:30])[CH2:3][CH2:4][NH:5][C:6]([NH:8][C:9]1[CH:14]=[CH:13][C:12]([O:15][C:16]2[C:25]3[C:20](=[CH:21][C:22]([OH:28])=[C:23]([O:26][CH3:27])[CH:24]=3)[N:19]=[CH:18][CH:17]=2)=[CH:11][C:10]=1[F:29])=[O:7].C(=O)([O-])[O-].[K+].[K+].Br[CH2:39][CH2:40][Cl:41].